From a dataset of Full USPTO retrosynthesis dataset with 1.9M reactions from patents (1976-2016). Predict the reactants needed to synthesize the given product. (1) Given the product [CH:1]1([O:6][C:7]2[CH:8]=[C:9]([CH:15]([N:20]3[C:24](=[O:25])[C:23]4=[CH:26][CH:27]=[CH:28][CH:29]=[C:22]4[C:21]3=[O:30])[CH2:16][C:17]([NH:32][OH:33])=[O:18])[CH:10]=[CH:11][C:12]=2[O:13][CH3:14])[CH2:5][CH2:4][CH2:3][CH2:2]1, predict the reactants needed to synthesize it. The reactants are: [CH:1]1([O:6][C:7]2[CH:8]=[C:9]([CH:15]([N:20]3[C:24](=[O:25])[C:23]4=[CH:26][CH:27]=[CH:28][CH:29]=[C:22]4[C:21]3=[O:30])[CH2:16][C:17](O)=[O:18])[CH:10]=[CH:11][C:12]=2[O:13][CH3:14])[CH2:5][CH2:4][CH2:3][CH2:2]1.Cl.[NH2:32][OH:33]. (2) Given the product [C:1]([O:5][C:6]([N:8]1[CH2:13][C@@H:12]2[CH2:14][C@H:9]1[CH2:10][N:11]2[C:15]1[CH:20]=[CH:19][C:18]([B:22]2[O:26][C:25]([CH3:28])([CH3:27])[C:24]([CH3:30])([CH3:29])[O:23]2)=[CH:17][CH:16]=1)=[O:7])([CH3:4])([CH3:3])[CH3:2], predict the reactants needed to synthesize it. The reactants are: [C:1]([O:5][C:6]([N:8]1[CH2:13][C@@H:12]2[CH2:14][C@H:9]1[CH2:10][N:11]2[C:15]1[CH:20]=[CH:19][C:18](Br)=[CH:17][CH:16]=1)=[O:7])([CH3:4])([CH3:3])[CH3:2].[B:22]1([B:22]2[O:26][C:25]([CH3:28])([CH3:27])[C:24]([CH3:30])([CH3:29])[O:23]2)[O:26][C:25]([CH3:28])([CH3:27])[C:24]([CH3:30])([CH3:29])[O:23]1.CC([O-])=O.[K+]. (3) Given the product [Cl:1][C:2]1[C:3](=[O:29])[N:4]([CH2:18][C:19]2[CH:28]=[CH:27][CH:26]=[C:25]3[C:20]=2[CH2:21][CH2:22][NH:23][CH2:24]3)[CH:5]=[CH:6][C:7]=1[O:8][CH2:9][C:10]1[CH:15]=[CH:14][C:13]([F:16])=[CH:12][C:11]=1[F:17], predict the reactants needed to synthesize it. The reactants are: [Cl:1][C:2]1[C:3](=[O:29])[N:4]([CH2:18][C:19]2[CH:28]=[CH:27][CH:26]=[C:25]3[C:20]=2[CH:21]=[CH:22][N:23]=[CH:24]3)[CH:5]=[CH:6][C:7]=1[O:8][CH2:9][C:10]1[CH:15]=[CH:14][C:13]([F:16])=[CH:12][C:11]=1[F:17].[BH3-]C#N.[Na+]. (4) Given the product [Br:24][C:25]1[CH:30]=[CH:29][C:28]([S:31]([C:13]2[N:14]=[C:9]([N:4]3[CH2:3][C@H:2]([CH3:1])[NH:7][C@H:6]([CH3:8])[CH2:5]3)[CH:10]=[CH:11][C:12]=2[O:16][CH3:17])(=[O:32])=[O:33])=[C:27]([F:35])[CH:26]=1, predict the reactants needed to synthesize it. The reactants are: [CH3:1][C@H:2]1[NH:7][C@@H:6]([CH3:8])[CH2:5][N:4]([C:9]2[N:14]=[C:13](N)[C:12]([O:16][CH3:17])=[CH:11][CH:10]=2)[CH2:3]1.N1C=CC=CC=1.[Br:24][C:25]1[CH:30]=[CH:29][C:28]([S:31](Cl)(=[O:33])=[O:32])=[C:27]([F:35])[CH:26]=1. (5) Given the product [CH3:37][O:38][C:39](=[O:57])[C@@H:40]([NH:56][C:31]([C@@H:15]1[CH2:14][C:13]2[CH:12]=[C:11]3[C:20]([O:21][C@@H:8]([C:5]4[CH:6]=[CH:7][C:2]([OH:1])=[CH:3][CH:4]=4)[C:9](=[O:35])[N:10]3[CH3:34])=[CH:19][C:18]=2[CH2:17][N:16]1[C@@H:22]([C:25]1[CH:30]=[CH:29][CH:28]=[CH:27][CH:26]=1)[CH2:23][CH3:24])=[O:32])[CH2:41][C:42]1[CH:47]=[CH:46][C:45]([C:48]2[CH:53]=[CH:52][C:51]([C:54]#[N:55])=[CH:50][CH:49]=2)=[CH:44][CH:43]=1, predict the reactants needed to synthesize it. The reactants are: [OH:1][C:2]1[CH:7]=[CH:6][C:5]([C@@H:8]2[O:21][C:20]3[C:11](=[CH:12][C:13]4[CH2:14][C@@H:15]([C:31](O)=[O:32])[N:16]([C@@H:22]([C:25]5[CH:30]=[CH:29][CH:28]=[CH:27][CH:26]=5)[CH2:23][CH3:24])[CH2:17][C:18]=4[CH:19]=3)[N:10]([CH3:34])[C:9]2=[O:35])=[CH:4][CH:3]=1.Cl.[CH3:37][O:38][C:39](=[O:57])[C@@H:40]([NH2:56])[CH2:41][C:42]1[CH:47]=[CH:46][C:45]([C:48]2[CH:53]=[CH:52][C:51]([C:54]#[N:55])=[CH:50][CH:49]=2)=[CH:44][CH:43]=1.